Predict the reaction yield, written as a fraction of the theoretical maximum amount of product (1.0 means a 100% yield; for example, 0.34 means a 34% yield). From a dataset of Reaction yield outcomes from USPTO patents with 853,638 reactions. (1) The reactants are Br[C:2]1[CH:3]=[C:4]([NH:8][C:9](=[O:15])[O:10][C:11]([CH3:14])([CH3:13])[CH3:12])[CH:5]=[N:6][CH:7]=1.C(N(CC)CC)C.[CH3:23][Si:24]([C:27]#[CH:28])([CH3:26])[CH3:25]. The yield is 0.630. The catalyst is [Cu]I.Cl[Pd](Cl)([P](C1C=CC=CC=1)(C1C=CC=CC=1)C1C=CC=CC=1)[P](C1C=CC=CC=1)(C1C=CC=CC=1)C1C=CC=CC=1.O1CCCC1. The product is [CH3:23][Si:24]([C:27]#[C:28][C:2]1[CH:3]=[C:4]([NH:8][C:9](=[O:15])[O:10][C:11]([CH3:14])([CH3:13])[CH3:12])[CH:5]=[N:6][CH:7]=1)([CH3:26])[CH3:25]. (2) The reactants are [F:1][C:2]1[CH:7]=[CH:6][CH:5]=[C:4]([F:8])[C:3]=1[N:9]1[C:14]2[N:15]=[C:16]([S:29][CH3:30])[N:17]=[C:18]([C:19]3[CH:20]=[C:21]([CH:25]=[CH:26][C:27]=3[CH3:28])[C:22](O)=[O:23])[C:13]=2[CH2:12][NH:11][C:10]1=[O:31].[CH:32]([NH2:35])([CH3:34])[CH3:33].CN(C(ON1N=NC2C=CC=NC1=2)=[N+](C)C)C.F[P-](F)(F)(F)(F)F.C(N(C(C)C)CC)(C)C. The catalyst is C(Cl)Cl.O. The product is [F:1][C:2]1[CH:7]=[CH:6][CH:5]=[C:4]([F:8])[C:3]=1[N:9]1[C:14]2[N:15]=[C:16]([S:29][CH3:30])[N:17]=[C:18]([C:19]3[CH:20]=[C:21]([CH:25]=[CH:26][C:27]=3[CH3:28])[C:22]([NH:35][CH:32]([CH3:34])[CH3:33])=[O:23])[C:13]=2[CH2:12][NH:11][C:10]1=[O:31]. The yield is 0.970.